From a dataset of Peptide-MHC class I binding affinity with 185,985 pairs from IEDB/IMGT. Regression. Given a peptide amino acid sequence and an MHC pseudo amino acid sequence, predict their binding affinity value. This is MHC class I binding data. (1) The peptide sequence is KYCWNLLQY. The MHC is HLA-B35:01 with pseudo-sequence HLA-B35:01. The binding affinity (normalized) is 0. (2) The peptide sequence is ASITPNNLNK. The MHC is HLA-A03:01 with pseudo-sequence HLA-A03:01. The binding affinity (normalized) is 0.976. (3) The peptide sequence is DEVVYTHGA. The MHC is HLA-A25:01 with pseudo-sequence HLA-A25:01. The binding affinity (normalized) is 0.0847. (4) The peptide sequence is FSLGAAVKA. The MHC is HLA-A68:02 with pseudo-sequence HLA-A68:02. The binding affinity (normalized) is 0.308.